Dataset: Catalyst prediction with 721,799 reactions and 888 catalyst types from USPTO. Task: Predict which catalyst facilitates the given reaction. (1) Reactant: [C:1]([O:5][C:6](=[O:88])[CH2:7][N:8]1[CH:12]=[CH:11][N:10]=[C:9]1[CH2:13][N:14]([CH2:74][C:75]1[N:76]([CH2:80][C:81](=[O:87])[O:82][C:83]([CH3:86])([CH3:85])[CH3:84])[CH:77]=[CH:78][N:79]=1)[CH2:15][CH2:16][CH2:17][CH2:18][C@@H:19]([C:38](=[O:73])[NH:39][CH2:40][CH2:41][CH2:42][CH2:43][C@@H:44]([C:66]([O:68][C:69]([CH3:72])([CH3:71])[CH3:70])=[O:67])[NH:45][C:46](=[O:65])[NH:47][C@H:48]([C:58]([O:60][C:61]([CH3:64])([CH3:63])[CH3:62])=[O:59])[CH2:49][CH2:50][C:51]([O:53][C:54]([CH3:57])([CH3:56])[CH3:55])=[O:52])[NH:20]C(=O)OCC1C2C=CC=CC=2C2C1=CC=CC=2)([CH3:4])([CH3:3])[CH3:2].N1CCCCC1. Product: [NH2:20][C@H:19]([C:38](=[O:73])[NH:39][CH2:40][CH2:41][CH2:42][CH2:43][C@@H:44]([C:66]([O:68][C:69]([CH3:72])([CH3:71])[CH3:70])=[O:67])[NH:45][C:46](=[O:65])[NH:47][C@H:48]([C:58]([O:60][C:61]([CH3:64])([CH3:63])[CH3:62])=[O:59])[CH2:49][CH2:50][C:51]([O:53][C:54]([CH3:55])([CH3:56])[CH3:57])=[O:52])[CH2:18][CH2:17][CH2:16][CH2:15][N:14]([CH2:13][C:9]1[N:8]([CH2:7][C:6]([O:5][C:1]([CH3:2])([CH3:3])[CH3:4])=[O:88])[CH:12]=[CH:11][N:10]=1)[CH2:74][C:75]1[N:76]([CH2:80][C:81]([O:82][C:83]([CH3:86])([CH3:85])[CH3:84])=[O:87])[CH:77]=[CH:78][N:79]=1. The catalyst class is: 3. (2) The catalyst class is: 5. Product: [ClH:34].[NH2:8][C@@H:9]([C:28]1[CH:29]=[CH:30][CH:31]=[CH:32][CH:33]=1)[C:10]1[CH:11]=[C:12]([CH:25]=[CH:26][CH:27]=1)[O:13][CH2:14][C:15]1[CH:24]=[CH:23][C:18]([C:19]([O:21][CH3:22])=[O:20])=[CH:17][CH:16]=1. Reactant: C(OC([NH:8][CH:9]([C:28]1[CH:33]=[CH:32][CH:31]=[CH:30][CH:29]=1)[C:10]1[CH:11]=[C:12]([CH:25]=[CH:26][CH:27]=1)[O:13][CH2:14][C:15]1[CH:24]=[CH:23][C:18]([C:19]([O:21][CH3:22])=[O:20])=[CH:17][CH:16]=1)=O)(C)(C)C.[ClH:34].O1CCOCC1. (3) Product: [CH3:11][N:8]1[C:7]([N:12]2[CH:16]=[CH:15][CH:14]=[N:13]2)=[C:6]([C:4]([OH:5])=[O:3])[CH:10]=[N:9]1. The catalyst class is: 24. Reactant: C([O:3][C:4]([C:6]1[CH:10]=[N:9][N:8]([CH3:11])[C:7]=1[N:12]1[CH:16]=[CH:15][CH:14]=[N:13]1)=[O:5])C.[Li+].[OH-]. (4) The catalyst class is: 4. Product: [Cl:5][C:6]1[CH:11]=[CH:10][C:9]([C:12]2[CH:17]=[CH:16][C:15]([C:25](=[O:26])[CH2:24][CH2:23][C:19]([O:21][CH3:22])=[O:20])=[CH:14][CH:13]=2)=[C:8]([F:18])[CH:7]=1. Reactant: [Cl-].[Al+3].[Cl-].[Cl-].[Cl:5][C:6]1[CH:11]=[CH:10][C:9]([C:12]2[CH:17]=[CH:16][CH:15]=[CH:14][CH:13]=2)=[C:8]([F:18])[CH:7]=1.[C:19]([CH2:23][CH2:24][C:25](Cl)=[O:26])([O:21][CH3:22])=[O:20]. (5) Reactant: C[O:2][C:3]([C:5]1([CH2:11][CH2:12][NH:13][C:14]2[CH:19]=[CH:18][C:17]([Br:20])=[CH:16][N:15]=2)[CH2:10][CH2:9][O:8][CH2:7][CH2:6]1)=O.CC(C)([O-])C.[K+]. Product: [Br:20][C:17]1[CH:18]=[CH:19][C:14]([N:13]2[CH2:12][CH2:11][C:5]3([CH2:10][CH2:9][O:8][CH2:7][CH2:6]3)[C:3]2=[O:2])=[N:15][CH:16]=1. The catalyst class is: 56. (6) Reactant: [CH2:1]([C:8]1[CH:13]=[C:12]([O:14][CH3:15])[C:11](Br)=[CH:10][C:9]=1[O:17][CH3:18])[C:2]1[CH:7]=[CH:6][CH:5]=[CH:4][CH:3]=1.[B:19]1([B:19]2[O:23][C:22]([CH3:25])([CH3:24])[C:21]([CH3:27])([CH3:26])[O:20]2)[O:23][C:22]([CH3:25])([CH3:24])[C:21]([CH3:27])([CH3:26])[O:20]1. Product: [CH2:1]([C:8]1[C:9]([O:17][CH3:18])=[CH:10][C:11]([B:19]2[O:23][C:22]([CH3:25])([CH3:24])[C:21]([CH3:27])([CH3:26])[O:20]2)=[C:12]([O:14][CH3:15])[CH:13]=1)[C:2]1[CH:7]=[CH:6][CH:5]=[CH:4][CH:3]=1. The catalyst class is: 140.